This data is from Catalyst prediction with 721,799 reactions and 888 catalyst types from USPTO. The task is: Predict which catalyst facilitates the given reaction. Reactant: O=[C:2]([CH3:17])[CH:3]([C:8]1[C:13]([F:14])=[CH:12][C:11]([F:15])=[CH:10][C:9]=1[F:16])[C:4]([O:6]C)=O.[NH2:18][C:19]1[CH:23]=[CH:22][NH:21][N:20]=1.C(N(CCCC)CCCC)CCC. Product: [CH3:17][C:2]1[C:3]([C:8]2[C:13]([F:14])=[CH:12][C:11]([F:15])=[CH:10][C:9]=2[F:16])=[C:4]([OH:6])[N:20]2[N:21]=[CH:22][CH:23]=[C:19]2[N:18]=1. The catalyst class is: 5.